From a dataset of Forward reaction prediction with 1.9M reactions from USPTO patents (1976-2016). Predict the product of the given reaction. (1) Given the reactants [CH3:1][C:2]([O-:5])(C)C.[Na+].C(O[C:10](=O)[CH2:11][C:12]1[CH:17]=[CH:16][C:15]([N+:18]([O-:20])=[O:19])=[CH:14][CH:13]=1)C.[CH3:22]I.CN([CH:27]=[O:28])C, predict the reaction product. The product is: [CH2:2]([O:5][C:27](=[O:28])[C:11]([CH3:10])([C:12]1[CH:13]=[CH:14][C:15]([N+:18]([O-:20])=[O:19])=[CH:16][CH:17]=1)[CH3:22])[CH3:1]. (2) Given the reactants [CH:1]([N:14]1[CH2:19][CH2:18][NH:17][CH2:16][CH2:15]1)([C:8]1[CH:13]=[CH:12][CH:11]=[CH:10][CH:9]=1)[C:2]1[CH:7]=[CH:6][CH:5]=[CH:4][CH:3]=1.[F:20][C:21]1[CH:26]=[CH:25][C:24]([C:27]2([C:38]3[CH:43]=[CH:42][C:41]([F:44])=[CH:40][CH:39]=3)[CH2:32][CH2:31][CH2:30][N:29]([CH2:33][C:34](O)=[O:35])[C:28]2=[O:37])=[CH:23][CH:22]=1.Cl.C(N=C=NCCCN(C)C)C, predict the reaction product. The product is: [CH:1]([N:14]1[CH2:19][CH2:18][N:17]([C:34](=[O:35])[CH2:33][N:29]2[CH2:30][CH2:31][CH2:32][C:27]([C:24]3[CH:25]=[CH:26][C:21]([F:20])=[CH:22][CH:23]=3)([C:38]3[CH:39]=[CH:40][C:41]([F:44])=[CH:42][CH:43]=3)[C:28]2=[O:37])[CH2:16][CH2:15]1)([C:8]1[CH:13]=[CH:12][CH:11]=[CH:10][CH:9]=1)[C:2]1[CH:7]=[CH:6][CH:5]=[CH:4][CH:3]=1. (3) Given the reactants [NH2:1][C:2]12[CH2:9][CH2:8][C:5]([F:10])([CH2:6][CH2:7]1)[CH2:4][CH2:3]2.Br[CH2:12][C:13]([N:15]1[CH2:19][CH2:18][CH2:17][C@H:16]1[C:20]#[N:21])=[O:14], predict the reaction product. The product is: [F:10][C:5]12[CH2:8][CH2:9][C:2]([NH:1][CH2:12][C:13]([N:15]3[CH2:19][CH2:18][CH2:17][C@H:16]3[C:20]#[N:21])=[O:14])([CH2:7][CH2:6]1)[CH2:3][CH2:4]2. (4) The product is: [Cl:1][C:2]1[N:3]=[CH:4][C:5]2[CH:14]=[C:15]([CH:16]([OH:18])[CH3:17])[N:8]([CH:9]([CH2:12][CH3:13])[CH2:10][CH3:11])[C:6]=2[N:7]=1. Given the reactants [Cl:1][C:2]1[N:7]=[C:6]([NH:8][CH:9]([CH2:12][CH3:13])[CH2:10][CH3:11])[C:5]([C:14]#[C:15][CH:16]([OH:18])[CH3:17])=[CH:4][N:3]=1.CCCC[N+](CCCC)(CCCC)CCCC.[F-], predict the reaction product. (5) The product is: [CH3:20][N:21]1[CH2:26][CH2:25][N:24]([C:8]2[O:9][C:10]3[CH:16]=[C:15]([N+:17]([O-:19])=[O:18])[CH:14]=[CH:13][C:11]=3[N:12]=2)[CH2:23][CH2:22]1. Given the reactants P(Cl)(Cl)(Cl)(Cl)Cl.S[C:8]1[O:9][C:10]2[CH:16]=[C:15]([N+:17]([O-:19])=[O:18])[CH:14]=[CH:13][C:11]=2[N:12]=1.[CH3:20][N:21]1[CH2:26][CH2:25][NH:24][CH2:23][CH2:22]1, predict the reaction product. (6) Given the reactants C([O-])([O-])=O.[Cs+].[Cs+].O.[CH3:8]B1OB(C)OB(C)O1.[NH2:17][C:18]1[CH:23]=[CH:22][C:21]([S:24]([F:29])([F:28])([F:27])([F:26])[F:25])=[CH:20][C:19]=1Br, predict the reaction product. The product is: [NH2:17][C:18]1[CH:23]=[CH:22][C:21]([S:24]([F:29])([F:28])([F:27])([F:26])[F:25])=[CH:20][C:19]=1[CH3:8]. (7) Given the reactants [Br:1][C:2]1[CH:3]=[C:4]([NH:8][CH:9]([CH2:13][C:14]2[CH:19]=[CH:18][CH:17]=[CH:16][CH:15]=2)[C:10]([OH:12])=[O:11])[CH:5]=[CH:6][CH:7]=1.[N+](=[CH2:22])=[N-], predict the reaction product. The product is: [Br:1][C:2]1[CH:3]=[C:4]([NH:8][C@H:9]([C:10]([O:12][CH3:22])=[O:11])[CH2:13][C:14]2[CH:19]=[CH:18][CH:17]=[CH:16][CH:15]=2)[CH:5]=[CH:6][CH:7]=1. (8) Given the reactants [NH2:1][C:2]1[N:7]=[N:6][C:5]([C:8]([OH:10])=[O:9])=[CH:4][CH:3]=1.Cl[CH2:12][CH:13]=O, predict the reaction product. The product is: [N:1]1[CH:12]=[CH:13][N:7]2[C:2]=1[CH:3]=[CH:4][C:5]([C:8]([OH:10])=[O:9])=[N:6]2.